Dataset: NCI-60 drug combinations with 297,098 pairs across 59 cell lines. Task: Regression. Given two drug SMILES strings and cell line genomic features, predict the synergy score measuring deviation from expected non-interaction effect. Drug 2: C1CC(=O)NC(=O)C1N2C(=O)C3=CC=CC=C3C2=O. Cell line: SK-MEL-2. Drug 1: C1=CC(=C2C(=C1NCCNCCO)C(=O)C3=C(C=CC(=C3C2=O)O)O)NCCNCCO. Synergy scores: CSS=52.8, Synergy_ZIP=1.28, Synergy_Bliss=0.396, Synergy_Loewe=-41.2, Synergy_HSA=1.08.